From a dataset of Catalyst prediction with 721,799 reactions and 888 catalyst types from USPTO. Predict which catalyst facilitates the given reaction. (1) Reactant: [CH:1]1([C:5]2O[C:17](=[O:19])[C:16]3[C:15](=[O:20])[C:14]4[CH:13]=[CH:12][CH:11]=[CH:10][C:9]=4[NH:8][C:7]=3[CH:6]=2)[CH2:4][CH2:3][CH2:2]1.[NH2:21][N:22]1[CH2:26][CH2:25][CH2:24][CH2:23]1. Product: [CH:1]1([C:5]2[N:21]([N:22]3[CH2:26][CH2:25][CH2:24][CH2:23]3)[C:17](=[O:19])[C:16]3[C:15](=[O:20])[C:14]4[CH:13]=[CH:12][CH:11]=[CH:10][C:9]=4[NH:8][C:7]=3[CH:6]=2)[CH2:2][CH2:3][CH2:4]1. The catalyst class is: 44. (2) Reactant: Cl.[N:2]1[CH:7]=[CH:6][CH:5]=[CH:4][C:3]=1[C:8](Cl)=[O:9].Cl.[CH3:12][O:13][C:14](=[O:21])[CH:15]([NH2:20])[C:16]([O:18][CH3:19])=[O:17].C(N(CC)CC)C. Product: [CH3:12][O:13][C:14](=[O:21])[CH:15]([NH:20][C:8]([C:3]1[CH:4]=[CH:5][CH:6]=[CH:7][N:2]=1)=[O:9])[C:16]([O:18][CH3:19])=[O:17]. The catalyst class is: 2. (3) Product: [F:11][C:10]([F:13])([F:12])[CH:9]([C:14]([F:17])([F:16])[F:15])[CH2:8][NH:1][CH2:2][CH2:3][CH2:4][NH:5][CH2:8][CH:9]([C:14]([F:17])([F:16])[F:15])[C:10]([F:13])([F:12])[F:11]. The catalyst class is: 6. Reactant: [NH2:1][CH2:2][CH2:3][CH2:4][NH2:5].CO.[CH2:8]=[C:9]([C:14]([F:17])([F:16])[F:15])[C:10]([F:13])([F:12])[F:11]. (4) Reactant: [F:1][C:2]1[CH:3]=[C:4]([CH:28]=[CH:29][C:30]=1[F:31])[O:5][C:6]1[C:7]([NH:19][C:20]2[CH:27]=[CH:26][C:23]([C:24]#[N:25])=[CH:22][N:21]=2)=[N:8][CH:9]=[C:10]([S:12][C:13]2[CH:18]=[CH:17][CH:16]=[CH:15][N:14]=2)[CH:11]=1.C([Sn]([N:45]=[N+:46]=[N-:47])(CCCC)CCCC)CCC. Product: [F:1][C:2]1[CH:3]=[C:4]([CH:28]=[CH:29][C:30]=1[F:31])[O:5][C:6]1[C:7]([NH:19][C:20]2[CH:27]=[CH:26][C:23]([C:24]3[NH:47][N:46]=[N:45][N:25]=3)=[CH:22][N:21]=2)=[N:8][CH:9]=[C:10]([S:12][C:13]2[CH:18]=[CH:17][CH:16]=[CH:15][N:14]=2)[CH:11]=1. The catalyst class is: 11. (5) Product: [Br:1][C:8]1[N:7]=[C:6]([N+:3]([O-:5])=[O:4])[C:11]([OH:12])=[CH:10][CH:9]=1. Reactant: [Br:1]Br.[N+:3]([C:6]1[C:11]([OH:12])=[CH:10][CH:9]=[CH:8][N:7]=1)([O-:5])=[O:4].O(C)[Na].CC(O)=O. The catalyst class is: 5. (6) Reactant: [CH2:1]([O:8][C:9]1[C:10]([C:33]([O:35]C(C)(C)C)=[O:34])=[N:11][C:12]([CH2:16][CH:17]2[CH2:22][CH2:21][N:20]([C:23]3[CH:28]=[CH:27][C:26]([C:29]([CH3:32])([CH3:31])[CH3:30])=[CH:25][CH:24]=3)[CH2:19][CH2:18]2)=[N:13][C:14]=1[CH3:15])[C:2]1[CH:7]=[CH:6][CH:5]=[CH:4][CH:3]=1.[OH-].[Na+].Cl. Product: [CH2:1]([O:8][C:9]1[C:10]([C:33]([OH:35])=[O:34])=[N:11][C:12]([CH2:16][CH:17]2[CH2:18][CH2:19][N:20]([C:23]3[CH:28]=[CH:27][C:26]([C:29]([CH3:30])([CH3:31])[CH3:32])=[CH:25][CH:24]=3)[CH2:21][CH2:22]2)=[N:13][C:14]=1[CH3:15])[C:2]1[CH:7]=[CH:6][CH:5]=[CH:4][CH:3]=1. The catalyst class is: 83. (7) Reactant: [C:1]([OH:6])(=O)[C:2]([CH3:4])=[CH2:3].S(Cl)(Cl)=O.[Br:11][C:12]1[CH:18]=[CH:17][C:16]([N+:19]([O-:21])=[O:20])=[CH:15][C:13]=1[NH2:14].O. Product: [Br:11][C:12]1[CH:18]=[CH:17][C:16]([N+:19]([O-:21])=[O:20])=[CH:15][C:13]=1[NH:14][C:1](=[O:6])[C:2]([CH3:4])=[CH2:3]. The catalyst class is: 80. (8) Reactant: [CH2:1]([C:3]1[CH:4]=[CH:5][CH:6]=[C:7]2[C:11]=1[NH:10][CH:9]=[C:8]2[CH:12]([C:18]1[CH:23]=[CH:22][C:21]([C:24]([F:27])([F:26])[F:25])=[CH:20][CH:19]=1)[CH2:13][CH2:14][C:15](O)=[O:16])[CH3:2].[H-].[Al+3].[Li+].[H-].[H-].[H-].C(O)(C)C.Cl. Product: [CH2:1]([C:3]1[CH:4]=[CH:5][CH:6]=[C:7]2[C:11]=1[NH:10][CH:9]=[C:8]2[CH:12]([C:18]1[CH:19]=[CH:20][C:21]([C:24]([F:26])([F:25])[F:27])=[CH:22][CH:23]=1)[CH2:13][CH2:14][CH2:15][OH:16])[CH3:2]. The catalyst class is: 1. (9) Product: [Cl:1][C:2]1[N:7]=[C:6]([NH:12][CH2:13][C:14]2[CH:15]=[N:16][CH:17]=[CH:18][CH:19]=2)[C:5]([N+:9]([O-:11])=[O:10])=[CH:4][N:3]=1. Reactant: [Cl:1][C:2]1[N:7]=[C:6](Cl)[C:5]([N+:9]([O-:11])=[O:10])=[CH:4][N:3]=1.[NH2:12][CH2:13][C:14]1[CH:15]=[N:16][CH:17]=[CH:18][CH:19]=1. The catalyst class is: 2. (10) Reactant: [O:1]=[CH:2][C:3]1[CH:11]=[CH:10][C:7]([O:8][CH3:9])=[C:5]([OH:6])[CH:4]=1.[N+:12]([O-])([OH:14])=[O:13]. Product: [N+:12]([C:10]1[C:7]([O:8][CH3:9])=[C:5]([OH:6])[CH:4]=[C:3]([CH:11]=1)[CH:2]=[O:1])([O-:14])=[O:13]. The catalyst class is: 15.